Dataset: Full USPTO retrosynthesis dataset with 1.9M reactions from patents (1976-2016). Task: Predict the reactants needed to synthesize the given product. (1) Given the product [O:7]=[C:6]1[C:2](=[O:1])[CH2:3][CH:4]([NH:8][C:9]([C@@H:11]([NH:23][C:24]([N:26]2[CH2:31][CH2:30][O:29][CH2:28][CH2:27]2)=[O:25])[CH2:12][S:13]([CH2:16][C:17]2[CH:22]=[CH:21][CH:20]=[CH:19][CH:18]=2)(=[O:14])=[O:15])=[O:10])[CH2:5]1, predict the reactants needed to synthesize it. The reactants are: [OH:1][CH:2]1[CH:6]([OH:7])[CH2:5][CH:4]([NH:8][C:9]([C@@H:11]([NH:23][C:24]([N:26]2[CH2:31][CH2:30][O:29][CH2:28][CH2:27]2)=[O:25])[CH2:12][S:13]([CH2:16][C:17]2[CH:22]=[CH:21][CH:20]=[CH:19][CH:18]=2)(=[O:15])=[O:14])=[O:10])[CH2:3]1.CC(OI1(OC(C)=O)(OC(C)=O)OC(=O)C2C=CC=CC1=2)=O. (2) Given the product [C:1]1([C@H:11]([NH:13][CH:14]2[CH2:19][CH2:18][CH2:17][CH:16]([C:20]3[O:32][N:31]=[C:29]([C:28]4[CH:33]=[CH:34][C:25]([C:24]([F:35])([F:36])[F:23])=[CH:26][CH:27]=4)[N:30]=3)[CH2:15]2)[CH3:12])[C:10]2[C:5](=[CH:6][CH:7]=[CH:8][CH:9]=2)[CH:4]=[CH:3][CH:2]=1, predict the reactants needed to synthesize it. The reactants are: [C:1]1([C@H:11]([NH:13][CH:14]2[CH2:19][CH2:18][CH2:17][CH:16]([C:20](O)=O)[CH2:15]2)[CH3:12])[C:10]2[C:5](=[CH:6][CH:7]=[CH:8][CH:9]=2)[CH:4]=[CH:3][CH:2]=1.[F:23][C:24]([F:36])([F:35])[C:25]1[CH:34]=[CH:33][C:28]([C:29]([NH:31][OH:32])=[NH:30])=[CH:27][CH:26]=1. (3) Given the product [Cl:1][C:2]1[CH:9]=[C:8]([N:10]2[CH2:14][CH2:13][CH2:12][CH2:11]2)[CH:7]=[CH:6][C:3]=1[CH2:4][N:18]1[CH2:17][CH2:16][N:15]([C:21]([O:23][C:24]([CH3:27])([CH3:26])[CH3:25])=[O:22])[CH2:20][CH2:19]1, predict the reactants needed to synthesize it. The reactants are: [Cl:1][C:2]1[CH:9]=[C:8]([N:10]2[CH2:14][CH2:13][CH2:12][CH2:11]2)[CH:7]=[CH:6][C:3]=1[CH:4]=O.[N:15]1([C:21]([O:23][C:24]([CH3:27])([CH3:26])[CH3:25])=[O:22])[CH2:20][CH2:19][NH:18][CH2:17][CH2:16]1.ClCCCl.C(O[BH-](OC(=O)C)OC(=O)C)(=O)C.[Na+]. (4) Given the product [CH3:12][C:8]1[CH:7]=[CH:6][C:5]2[O:1][CH2:2][CH2:3][C:4]=2[CH:9]=1, predict the reactants needed to synthesize it. The reactants are: [O:1]1[C:5]2[CH:6]=[CH:7][CH:8]=[CH:9][C:4]=2[CH2:3][CH2:2]1.BrBr.[C:12](=O)(O)[O-].[Na+]. (5) Given the product [OH:25][CH:24]([C:7]1[C:8]([C:18]2[CH:23]=[CH:22][CH:21]=[CH:20][CH:19]=2)=[N:9][N:10]2[C:15]([O:16][CH3:17])=[CH:14][CH:13]=[CH:12][C:11]=12)[C:26]1[N:31]=[C:30]([C:32]([O:34][CH3:35])=[O:33])[CH:29]=[CH:28][CH:27]=1, predict the reactants needed to synthesize it. The reactants are: C([Li])CCC.Br[C:7]1[C:8]([C:18]2[CH:23]=[CH:22][CH:21]=[CH:20][CH:19]=2)=[N:9][N:10]2[C:15]([O:16][CH3:17])=[CH:14][CH:13]=[CH:12][C:11]=12.[CH:24]([C:26]1[N:31]=[C:30]([C:32]([O:34][CH3:35])=[O:33])[CH:29]=[CH:28][CH:27]=1)=[O:25].[Cl-].[NH4+]. (6) The reactants are: [F:1][C:2]([F:13])([F:12])[C:3]1[S:7][CH:6]=[N:5][C:4]=1[C:8](OC)=[O:9].[CH2:14]([NH2:16])[CH3:15]. Given the product [CH2:14]([NH:16][C:8]([C:4]1[N:5]=[CH:6][S:7][C:3]=1[C:2]([F:13])([F:12])[F:1])=[O:9])[CH3:15], predict the reactants needed to synthesize it. (7) Given the product [C:1]1([S:7]([O:10][C:11]2[CH:12]=[CH:13][C:14]3[S:17][CH:18]=[C:19]([CH2:20][OH:30])[C:15]=3[CH:16]=2)(=[O:9])=[O:8])[CH:2]=[CH:3][CH:4]=[CH:5][CH:6]=1, predict the reactants needed to synthesize it. The reactants are: [C:1]1([S:7]([O:10][C:11]2[CH:16]=[CH:15][C:14]([S:17][CH2:18][C:19]#[CH:20])=[CH:13][CH:12]=2)(=[O:9])=[O:8])[CH:6]=[CH:5][CH:4]=[CH:3][CH:2]=1.O.O.C1(C)C=CC(S(O)(=O)=[O:30])=CC=1.